From a dataset of Reaction yield outcomes from USPTO patents with 853,638 reactions. Predict the reaction yield, written as a fraction of the theoretical maximum amount of product (1.0 means a 100% yield; for example, 0.34 means a 34% yield). The reactants are [O:1]([C:8]1[CH:9]=[C:10]([N:14]([CH2:22][C:23]2[CH:24]=[C:25]([CH:30]=[CH:31][CH:32]=2)[C:26](OC)=[O:27])[CH2:15][CH:16]([OH:21])[C:17]([F:20])([F:19])[F:18])[CH:11]=[CH:12][CH:13]=1)[C:2]1[CH:7]=[CH:6][CH:5]=[CH:4][CH:3]=1.[H-].[Al+3].[Li+].[H-].[H-].[H-].C1COCC1. The catalyst is ClCCl.C(OCC)(=O)C. The product is [O:1]([C:8]1[CH:9]=[C:10]([N:14]([CH2:22][C:23]2[CH:24]=[C:25]([CH2:26][OH:27])[CH:30]=[CH:31][CH:32]=2)[CH2:15][CH:16]([OH:21])[C:17]([F:18])([F:19])[F:20])[CH:11]=[CH:12][CH:13]=1)[C:2]1[CH:7]=[CH:6][CH:5]=[CH:4][CH:3]=1. The yield is 0.540.